From a dataset of Forward reaction prediction with 1.9M reactions from USPTO patents (1976-2016). Predict the product of the given reaction. Given the reactants C[O:2][C:3](=[O:29])[CH2:4][C:5]1[C:9]2[C:10]([CH3:28])=[CH:11][C:12]([O:15][CH2:16][C:17]3[C:18]([CH3:27])=[N:19][C:20]([C:23]([F:26])([F:25])[F:24])=[CH:21][CH:22]=3)=[C:13]([CH3:14])[C:8]=2[S:7][CH:6]=1.CO.[OH-].[Na+], predict the reaction product. The product is: [CH3:28][C:10]1[C:9]2[C:5]([CH2:4][C:3]([OH:29])=[O:2])=[CH:6][S:7][C:8]=2[C:13]([CH3:14])=[C:12]([O:15][CH2:16][C:17]2[C:18]([CH3:27])=[N:19][C:20]([C:23]([F:25])([F:26])[F:24])=[CH:21][CH:22]=2)[CH:11]=1.